Dataset: PAMPA permeability data for FDA-approved drugs from NCATS. Task: Regression/Classification. Given a drug SMILES string, predict its absorption, distribution, metabolism, or excretion properties. Task type varies by dataset: regression for continuous measurements (e.g., permeability, clearance, half-life) or binary classification for categorical outcomes (e.g., BBB penetration, CYP inhibition). Dataset: approved_pampa_ncats. The drug is CN1C2=C(C=C(C=C2)N(CCCl)CCCl)N=C1CCCC(=O)O. The result is 1 (high permeability).